Dataset: Forward reaction prediction with 1.9M reactions from USPTO patents (1976-2016). Task: Predict the product of the given reaction. The product is: [Cl:1][C:2]1[C:7]([Cl:8])=[C:6]([C:9]2[S:13][C:12]([C:14]3[N:58]([CH:55]4[CH2:57][CH2:56]4)[C:16]([C:19]([OH:22])([CH3:21])[CH3:20])=[N:17][N:18]=3)=[N:11][C:10]=2[C:23]([N:25]2[CH2:26][CH2:27][C:28]([F:31])([F:32])[CH2:29][CH2:30]2)=[O:24])[CH:5]=[CH:4][C:3]=1[S:33]([NH:36][C@@H:37]([CH3:42])[C:38]([F:40])([F:39])[F:41])(=[O:35])=[O:34]. Given the reactants [Cl:1][C:2]1[C:7]([Cl:8])=[C:6]([C:9]2[S:13][C:12]([C:14]3O[C:16]([C:19]([OH:22])([CH3:21])[CH3:20])=[N:17][N:18]=3)=[N:11][C:10]=2[C:23]([N:25]2[CH2:30][CH2:29][C:28]([F:32])([F:31])[CH2:27][CH2:26]2)=[O:24])[CH:5]=[CH:4][C:3]=1[S:33]([NH:36][C@@H:37]([CH3:42])[C:38]([F:41])([F:40])[F:39])(=[O:35])=[O:34].O.C1(C)C=CC(S(O)(=O)=O)=CC=1.[CH:55]1([NH2:58])[CH2:57][CH2:56]1, predict the reaction product.